This data is from Forward reaction prediction with 1.9M reactions from USPTO patents (1976-2016). The task is: Predict the product of the given reaction. (1) Given the reactants [NH2:1][C:2]1[N:11]=[C:10]([C:12](=[O:18])[N:13]([CH2:16][CH3:17])[CH2:14][CH3:15])[C:9]2[C:4](=[CH:5][CH:6]=[C:7](Br)[CH:8]=2)[N:3]=1.[C]=[O:21].[CH3:22][N:23]([CH3:29])[CH2:24][CH2:25]N(C)C.CNCC[CH2:34][CH3:35], predict the reaction product. The product is: [NH2:1][C:2]1[N:11]=[C:10]([C:12](=[O:18])[N:13]([CH2:16][CH3:17])[CH2:14][CH3:15])[C:9]2[C:4](=[CH:5][CH:6]=[C:7]([C:22](=[O:21])[N:23]([CH2:24][CH2:25][CH2:34][CH3:35])[CH3:29])[CH:8]=2)[N:3]=1. (2) Given the reactants [CH:1]1([Mg]Br)[CH2:3][CH2:2]1.[F:6][C:7]([F:17])([F:16])[C:8]([C:10]1[S:14][C:13]([SH:15])=[N:12][CH:11]=1)=[O:9].[NH4+].[Cl-], predict the reaction product. The product is: [CH:1]1([C:8]([C:10]2[S:14][C:13]([SH:15])=[N:12][CH:11]=2)([OH:9])[C:7]([F:16])([F:6])[F:17])[CH2:3][CH2:2]1. (3) Given the reactants C([O:8][CH2:9][CH2:10][CH2:11][CH2:12][C@H:13]([N:33]([CH2:62][CH2:63][CH:64]([CH3:66])[CH3:65])[S:34]([C:37]1[CH:42]=[CH:41][C:40]([CH2:43][O:44][Si:45]([C:58]([CH3:61])([CH3:60])[CH3:59])([C:52]2[CH:57]=[CH:56][CH:55]=[CH:54][CH:53]=2)[C:46]2[CH:51]=[CH:50][CH:49]=[CH:48][CH:47]=2)=[CH:39][CH:38]=1)(=[O:36])=[O:35])[CH2:14][O:15][Si:16]([C:29]([CH3:32])([CH3:31])[CH3:30])([C:23]1[CH:28]=[CH:27][CH:26]=[CH:25][CH:24]=1)[C:17]1[CH:22]=[CH:21][CH:20]=[CH:19][CH:18]=1)C1C=CC=CC=1, predict the reaction product. The product is: [Si:45]([O:44][CH2:43][C:40]1[CH:41]=[CH:42][C:37]([S:34]([N:33]([C@H:13]([CH2:14][O:15][Si:16]([C:29]([CH3:30])([CH3:31])[CH3:32])([C:23]2[CH:28]=[CH:27][CH:26]=[CH:25][CH:24]=2)[C:17]2[CH:22]=[CH:21][CH:20]=[CH:19][CH:18]=2)[CH2:12][CH2:11][CH2:10][CH2:9][OH:8])[CH2:62][CH2:63][CH:64]([CH3:66])[CH3:65])(=[O:35])=[O:36])=[CH:38][CH:39]=1)([C:58]([CH3:61])([CH3:60])[CH3:59])([C:46]1[CH:47]=[CH:48][CH:49]=[CH:50][CH:51]=1)[C:52]1[CH:57]=[CH:56][CH:55]=[CH:54][CH:53]=1. (4) Given the reactants C([O:8][C:9]1[CH:18]=[C:17]2[C:12]([C:13]([O:19][C:20]3[C:21]([C:30](=[O:32])[CH3:31])=[N:22][C:23]4[C:28]([CH:29]=3)=[CH:27][CH:26]=[CH:25][CH:24]=4)=[CH:14][CH:15]=[N:16]2)=[CH:11][C:10]=1[O:33][CH3:34])C1C=CC=CC=1.CS(O)(=O)=O, predict the reaction product. The product is: [OH:8][C:9]1[CH:18]=[C:17]2[C:12]([C:13]([O:19][C:20]3[C:21]([C:30](=[O:32])[CH3:31])=[N:22][C:23]4[C:28]([CH:29]=3)=[CH:27][CH:26]=[CH:25][CH:24]=4)=[CH:14][CH:15]=[N:16]2)=[CH:11][C:10]=1[O:33][CH3:34]. (5) The product is: [CH3:43][O:42][C:27]1[CH:26]=[C:25]2[C:30]([C:21]([NH:1][C:2]3[CH:19]=[CH:18][C:5]4[N:6]=[C:7]([NH:9][C:10](=[O:17])[C:11]5[CH:16]=[CH:15][CH:14]=[CH:13][CH:12]=5)[S:8][C:4]=4[CH:3]=3)=[N:22][CH:23]=[N:24]2)=[CH:29][C:28]=1[O:31][CH2:32][CH2:33][CH2:34][N:35]1[CH2:36][CH2:37][N:38]([CH3:41])[CH2:39][CH2:40]1. Given the reactants [NH2:1][C:2]1[CH:19]=[CH:18][C:5]2[N:6]=[C:7]([NH:9][C:10](=[O:17])[C:11]3[CH:16]=[CH:15][CH:14]=[CH:13][CH:12]=3)[S:8][C:4]=2[CH:3]=1.Cl[C:21]1[C:30]2[C:25](=[CH:26][C:27]([O:42][CH3:43])=[C:28]([O:31][CH2:32][CH2:33][CH2:34][N:35]3[CH2:40][CH2:39][N:38]([CH3:41])[CH2:37][CH2:36]3)[CH:29]=2)[N:24]=[CH:23][N:22]=1.Cl.C(=O)([O-])O.[Na+], predict the reaction product.